This data is from Reaction yield outcomes from USPTO patents with 853,638 reactions. The task is: Predict the reaction yield, written as a fraction of the theoretical maximum amount of product (1.0 means a 100% yield; for example, 0.34 means a 34% yield). (1) The reactants are [C:1]([CH2:3][C:4]1(C(O)=O)[CH2:7][CH2:6][CH2:5]1)#[N:2].C1C=CC(P([N:25]=[N+]=[N-])(C2C=CC=CC=2)=O)=CC=1.[Cl:28][C:29]1[CH:30]=[C:31]([C:36]2[C:44]([C:45]([NH2:47])=[O:46])=[C:39]3[CH2:40][NH:41][CH2:42][CH2:43][N:38]3[N:37]=2)[CH:32]=[CH:33][C:34]=1[F:35].C1[CH2:52][O:51]CC1. The catalyst is C1(C)C=CC=CC=1. The product is [Cl:28][C:29]1[CH:30]=[C:31]([C:36]2[C:44]([C:45]([NH2:47])=[O:46])=[C:39]3[CH2:40][N:41]([C:52]([NH:25][C:4]4([CH2:3][C:1]#[N:2])[CH2:5][CH2:6][CH2:7]4)=[O:51])[CH2:42][CH2:43][N:38]3[N:37]=2)[CH:32]=[CH:33][C:34]=1[F:35]. The yield is 0.320. (2) The reactants are [OH:1][CH2:2][C:3]1[C:7]2[N:8]=[CH:9][N:10]=[CH:11][C:6]=2[S:5][CH:4]=1. The catalyst is ClCCl.O=[Mn]=O. The product is [N:8]1[C:7]2[C:3]([CH:2]=[O:1])=[CH:4][S:5][C:6]=2[CH:11]=[N:10][CH:9]=1. The yield is 0.300.